This data is from Reaction yield outcomes from USPTO patents with 853,638 reactions. The task is: Predict the reaction yield, written as a fraction of the theoretical maximum amount of product (1.0 means a 100% yield; for example, 0.34 means a 34% yield). (1) The reactants are [F:1][C:2]1[CH:24]=[CH:23][C:5]([CH2:6][N:7]2[C:11]3=[CH:12][N:13]=[C:14]([C:20]([OH:22])=O)[C:15]([CH2:16][CH2:17][CH2:18]O)=[C:10]3[CH:9]=[CH:8]2)=[CH:4][CH:3]=1.C(N(CC)CC)C.CN(C([O:39][N:40]1N=NC2C=CC=NC1=2)=[N+](C)C)C.F[P-](F)(F)(F)(F)F.O1CCCCC1ON. The catalyst is CN(C=O)C. The product is [F:1][C:2]1[CH:24]=[CH:23][C:5]([CH2:6][N:7]2[C:11]3=[CH:12][N:13]=[C:14]4[C:15]([CH2:16][CH2:17][CH2:18][N:40]([OH:39])[C:20]4=[O:22])=[C:10]3[CH:9]=[CH:8]2)=[CH:4][CH:3]=1. The yield is 0.320. (2) The reactants are [CH3:1][C:2]1([CH3:16])[CH2:6][C:5]2[CH:7]=[CH:8][CH:9]=[C:10]([C:11]([O:13][CH2:14][CH3:15])=[O:12])[C:4]=2[O:3]1.[N+:17]([O-])([OH:19])=[O:18]. The catalyst is FC(F)(F)C(O)=O. The product is [CH3:1][C:2]1([CH3:16])[CH2:6][C:5]2[CH:7]=[C:8]([N+:17]([O-:19])=[O:18])[CH:9]=[C:10]([C:11]([O:13][CH2:14][CH3:15])=[O:12])[C:4]=2[O:3]1. The yield is 0.830. (3) The reactants are CCN(C(C)C)C(C)C.[C:10]1([N:16]2[CH:20]=[C:19]([C:21]([NH:23][CH2:24][C:25]([OH:27])=O)=[O:22])[N:18]=[CH:17]2)[CH:15]=[CH:14][CH:13]=[CH:12][CH:11]=1.C1(N2C=C(C(O)=O)N=C2)C=CC=CC=1.C1C=CC2N(O)N=NC=2C=1.CCN=C=NCCCN(C)C.Cl.[NH:64]1[CH2:67][CH:66]([O:68][C:69]2[CH:70]=[C:71]([CH:74]=[CH:75][C:76]=2[CH3:77])[C:72]#[N:73])[CH2:65]1.Cl.FC(F)(F)C1C=C(C=CC=1)OC1CNC1. The catalyst is CN(C=O)C. The product is [C:72]([C:71]1[CH:74]=[CH:75][C:76]([CH3:77])=[C:69]([CH:70]=1)[O:68][CH:66]1[CH2:65][N:64]([C:25](=[O:27])[CH2:24][NH:23][C:21]([C:19]2[N:18]=[CH:17][N:16]([C:10]3[CH:11]=[CH:12][CH:13]=[CH:14][CH:15]=3)[CH:20]=2)=[O:22])[CH2:67]1)#[N:73]. The yield is 0.187. (4) The reactants are [CH2:1]([C:3]1[NH:7][C:6]([C:8]([O:10][CH2:11][CH3:12])=[O:9])=[N:5][CH:4]=1)[CH3:2].C1C(=O)N([Br:20])C(=O)C1. No catalyst specified. The product is [Br:20][C:4]1[N:5]=[C:6]([C:8]([O:10][CH2:11][CH3:12])=[O:9])[NH:7][C:3]=1[CH2:1][CH3:2]. The yield is 0.690. (5) No catalyst specified. The product is [CH2:1]([O:3][C:4]([C:6]1[C:7]([CH:16]([CH3:18])[CH3:17])=[N:8][C:9]([Cl:21])=[CH:10][C:11]=1[CH:12]([CH3:14])[CH3:13])=[O:5])[CH3:2]. The yield is 0.850. The reactants are [CH2:1]([O:3][C:4]([C:6]1[C:11]([CH:12]([CH3:14])[CH3:13])=[CH:10][C:9](=O)[NH:8][C:7]=1[CH:16]([CH3:18])[CH3:17])=[O:5])[CH3:2].O=P(Cl)(Cl)[Cl:21].